From a dataset of Catalyst prediction with 721,799 reactions and 888 catalyst types from USPTO. Predict which catalyst facilitates the given reaction. (1) Reactant: [CH2:1]([O:8][C:9]1[CH:15]=[CH:14][C:12]([NH2:13])=[CH:11][CH:10]=1)[C:2]1[CH:7]=[CH:6][CH:5]=[CH:4][CH:3]=1.[N:16]([O-])=O.[Na+].[Sn](Cl)(Cl)(Cl)[Cl:21]. Product: [ClH:21].[CH2:1]([O:8][C:9]1[CH:10]=[CH:11][C:12]([NH:13][NH2:16])=[CH:14][CH:15]=1)[C:2]1[CH:3]=[CH:4][CH:5]=[CH:6][CH:7]=1. The catalyst class is: 126. (2) Reactant: [OH:1][C:2]1[CH:9]=[CH:8][C:5]([C:6]#[N:7])=[CH:4][CH:3]=1.Br[CH2:11][CH2:12][CH2:13][Cl:14].C(=O)([O-])[O-].[Cs+].[Cs+]. Product: [Cl:14][CH2:13][CH2:12][CH2:11][O:1][C:2]1[CH:9]=[CH:8][C:5]([C:6]#[N:7])=[CH:4][CH:3]=1. The catalyst class is: 10. (3) Reactant: Br[C:2]1[N:3]([CH3:7])[CH:4]=[CH:5][N:6]=1.C([Li])CCC.[F:13][C:14]1[CH:19]=[CH:18][C:17]([N:20]2[C:24]3[CH:25]=[C:26]4[C@:31]([CH:33]=[O:34])([CH2:32][C:23]=3[CH:22]=[N:21]2)[CH2:30][N:29]([S:35]([C:38]2[CH:43]=[CH:42][C:41]([C:44]([F:47])([F:46])[F:45])=[CH:40][CH:39]=2)(=[O:37])=[O:36])[CH2:28][CH2:27]4)=[CH:16][CH:15]=1.O. Product: [F:13][C:14]1[CH:19]=[CH:18][C:17]([N:20]2[C:24]3[CH:25]=[C:26]4[C@:31]([CH:33]([C:2]5[N:3]([CH3:7])[CH:4]=[CH:5][N:6]=5)[OH:34])([CH2:32][C:23]=3[CH:22]=[N:21]2)[CH2:30][N:29]([S:35]([C:38]2[CH:39]=[CH:40][C:41]([C:44]([F:47])([F:45])[F:46])=[CH:42][CH:43]=2)(=[O:37])=[O:36])[CH2:28][CH2:27]4)=[CH:16][CH:15]=1. The catalyst class is: 27. (4) Reactant: [Cl:1][C:2]1[N:7]=[C:6]([NH:8][CH:9]2[CH2:14][CH2:13][CH2:12][CH2:11][CH2:10]2)[CH:5]=[C:4]([C:15]2[C:23]3[C:18](=[N:19][CH:20]=[CH:21][C:22]=3[Cl:24])[N:17](S(C3C=CC=CC=3)(=O)=O)[CH:16]=2)[CH:3]=1.CO.[OH-].[Li+]. Product: [Cl:1][C:2]1[N:7]=[C:6]([NH:8][CH:9]2[CH2:14][CH2:13][CH2:12][CH2:11][CH2:10]2)[CH:5]=[C:4]([C:15]2[C:23]3[C:18](=[N:19][CH:20]=[CH:21][C:22]=3[Cl:24])[NH:17][CH:16]=2)[CH:3]=1. The catalyst class is: 20.